This data is from NCI-60 drug combinations with 297,098 pairs across 59 cell lines. The task is: Regression. Given two drug SMILES strings and cell line genomic features, predict the synergy score measuring deviation from expected non-interaction effect. (1) Drug 1: CCC1(CC2CC(C3=C(CCN(C2)C1)C4=CC=CC=C4N3)(C5=C(C=C6C(=C5)C78CCN9C7C(C=CC9)(C(C(C8N6C=O)(C(=O)OC)O)OC(=O)C)CC)OC)C(=O)OC)O.OS(=O)(=O)O. Drug 2: CS(=O)(=O)CCNCC1=CC=C(O1)C2=CC3=C(C=C2)N=CN=C3NC4=CC(=C(C=C4)OCC5=CC(=CC=C5)F)Cl. Cell line: MOLT-4. Synergy scores: CSS=72.1, Synergy_ZIP=-2.46, Synergy_Bliss=-1.86, Synergy_Loewe=-0.841, Synergy_HSA=-0.212. (2) Drug 1: CN(CCCl)CCCl.Cl. Drug 2: C(CN)CNCCSP(=O)(O)O. Cell line: OVCAR-4. Synergy scores: CSS=5.58, Synergy_ZIP=-1.62, Synergy_Bliss=-0.0238, Synergy_Loewe=1.98, Synergy_HSA=-0.00133. (3) Drug 1: CCC1=C2CN3C(=CC4=C(C3=O)COC(=O)C4(CC)O)C2=NC5=C1C=C(C=C5)O. Drug 2: CN1C2=C(C=C(C=C2)N(CCCl)CCCl)N=C1CCCC(=O)O.Cl. Cell line: RPMI-8226. Synergy scores: CSS=16.3, Synergy_ZIP=-0.988, Synergy_Bliss=4.95, Synergy_Loewe=-3.18, Synergy_HSA=3.28. (4) Drug 1: C1=C(C(=O)NC(=O)N1)F. Drug 2: CN(C)C1=NC(=NC(=N1)N(C)C)N(C)C. Cell line: ACHN. Synergy scores: CSS=50.8, Synergy_ZIP=10.1, Synergy_Bliss=9.82, Synergy_Loewe=-7.25, Synergy_HSA=7.50. (5) Drug 1: CN(CC1=CN=C2C(=N1)C(=NC(=N2)N)N)C3=CC=C(C=C3)C(=O)NC(CCC(=O)O)C(=O)O. Drug 2: CC1C(C(CC(O1)OC2CC(CC3=C2C(=C4C(=C3O)C(=O)C5=CC=CC=C5C4=O)O)(C(=O)C)O)N)O. Cell line: SN12C. Synergy scores: CSS=51.5, Synergy_ZIP=-3.06, Synergy_Bliss=-3.88, Synergy_Loewe=-6.09, Synergy_HSA=0.761. (6) Drug 1: CC12CCC(CC1=CCC3C2CCC4(C3CC=C4C5=CN=CC=C5)C)O. Drug 2: CCC1=C2CN3C(=CC4=C(C3=O)COC(=O)C4(CC)O)C2=NC5=C1C=C(C=C5)O. Cell line: T-47D. Synergy scores: CSS=35.6, Synergy_ZIP=0.447, Synergy_Bliss=2.54, Synergy_Loewe=-8.60, Synergy_HSA=3.25.